Predict the product of the given reaction. From a dataset of Forward reaction prediction with 1.9M reactions from USPTO patents (1976-2016). (1) Given the reactants [CH2:1]([O:3][C:4]1[CH:9]=[CH:8][C:7]([C:10]2[Se:11][C:12]([CH:15]=[CH2:16])=[CH:13][CH:14]=2)=[C:6]([F:17])[C:5]=1[F:18])[CH3:2], predict the reaction product. The product is: [CH2:1]([O:3][C:4]1[CH:9]=[CH:8][C:7]([C:10]2[Se:11][C:12]([CH2:15][CH3:16])=[CH:13][CH:14]=2)=[C:6]([F:17])[C:5]=1[F:18])[CH3:2]. (2) Given the reactants [Li+].C[Si]([N-][Si](C)(C)C)(C)C.[C:11]([N:18]1[CH2:23][CH2:22][C:21](=[O:24])[CH2:20][CH2:19]1)([O:13][C:14]([CH3:17])([CH3:16])[CH3:15])=[O:12].C1C=CC(N([S:32]([C:35]([F:38])([F:37])[F:36])(=[O:34])=[O:33])[S:32]([C:35]([F:38])([F:37])[F:36])(=[O:34])=[O:33])=CC=1.C([O-])(O)=O.[Na+], predict the reaction product. The product is: [C:14]([O:13][C:11]([N:18]1[CH2:23][CH:22]=[C:21]([O:24][S:32]([C:35]([F:38])([F:37])[F:36])(=[O:34])=[O:33])[CH2:20][CH2:19]1)=[O:12])([CH3:17])([CH3:16])[CH3:15]. (3) Given the reactants C[O:2][C:3]([C:5]1[S:9][C:8]([CH3:10])=[N:7][C:6]=1[C:11]1[CH:16]=[CH:15][C:14]([F:17])=[CH:13][CH:12]=1)=[O:4].[OH-].[K+].O, predict the reaction product. The product is: [F:17][C:14]1[CH:13]=[CH:12][C:11]([C:6]2[N:7]=[C:8]([CH3:10])[S:9][C:5]=2[C:3]([OH:4])=[O:2])=[CH:16][CH:15]=1. (4) Given the reactants CC1(C)[O:7][CH2:6][C:5]([NH:9][C:10](=[O:28])[CH2:11][CH2:12][CH2:13][CH2:14][CH2:15][CH2:16][CH2:17][CH2:18][CH2:19][CH2:20][CH2:21][CH2:22][CH2:23][CH2:24][CH2:25][CH2:26][CH3:27])([CH3:8])[CH2:4][O:3]1.C1(C)C=CC(S(O)(=O)=O)=CC=1, predict the reaction product. The product is: [OH:3][CH2:4][C:5]([NH:9][C:10](=[O:28])[CH2:11][CH2:12][CH2:13][CH2:14][CH2:15][CH2:16][CH2:17][CH2:18][CH2:19][CH2:20][CH2:21][CH2:22][CH2:23][CH2:24][CH2:25][CH2:26][CH3:27])([CH2:6][OH:7])[CH3:8]. (5) Given the reactants [N:1]1([C:7]2[CH:14]=[CH:13][CH:12]=[CH:11][C:8]=2[C:9]#[N:10])[CH2:6][CH2:5][NH:4][CH2:3][CH2:2]1.C(N(C(C)C)CC)(C)C.[C:24]([O:28][C:29](O[C:29]([O:28][C:24]([CH3:27])([CH3:26])[CH3:25])=[O:30])=[O:30])([CH3:27])([CH3:26])[CH3:25], predict the reaction product. The product is: [C:24]([O:28][C:29]([N:4]1[CH2:5][CH2:6][N:1]([C:7]2[CH:14]=[CH:13][CH:12]=[CH:11][C:8]=2[C:9]#[N:10])[CH2:2][CH2:3]1)=[O:30])([CH3:27])([CH3:26])[CH3:25].